From a dataset of Forward reaction prediction with 1.9M reactions from USPTO patents (1976-2016). Predict the product of the given reaction. (1) Given the reactants [NH2:1][CH2:2][C:3]1[CH:30]=[CH:29][CH:28]=[CH:27][C:4]=1[CH2:5][O:6][C:7]1[CH:12]=[C:11]([CH3:13])[N:10]([CH2:14][C:15]2[CH:20]=[CH:19][C:18]([O:21][CH3:22])=[CH:17][C:16]=2[O:23][CH3:24])[C:9](=[O:25])[C:8]=1[Br:26].C(N(CC)CC)C.[C:38]([C:42]1[CH:46]=[C:45]([NH:47][C:48](=O)[O:49]C2C=CC([N+]([O-])=O)=CC=2)[N:44]([C:60]2[CH:65]=[CH:64][CH:63]=[C:62]([F:66])[CH:61]=2)[N:43]=1)([CH3:41])([CH3:40])[CH3:39].BrC1C(=O)N(CC2C=CC(OC)=CC=2)C(C)=CC=1OCC1C=CC=CC=1CNC(NC1N(C2C=CC=C(F)C=2)N=C(C(C)(C)C)C=1)=O, predict the reaction product. The product is: [Br:26][C:8]1[C:9](=[O:25])[N:10]([CH2:14][C:15]2[CH:20]=[CH:19][C:18]([O:21][CH3:22])=[CH:17][C:16]=2[O:23][CH3:24])[C:11]([CH3:13])=[CH:12][C:7]=1[O:6][CH2:5][C:4]1[CH:27]=[CH:28][CH:29]=[CH:30][C:3]=1[CH2:2][NH:1][C:48]([NH:47][C:45]1[N:44]([C:60]2[CH:65]=[CH:64][CH:63]=[C:62]([F:66])[CH:61]=2)[N:43]=[C:42]([C:38]([CH3:41])([CH3:40])[CH3:39])[CH:46]=1)=[O:49]. (2) Given the reactants [NH2:1][C:2]1[C:11]([Cl:12])=[CH:10][C:5]([C:6]([O:8][CH3:9])=[O:7])=[C:4]([O:13][CH3:14])[CH:3]=1.C(N(C(C)C)CC)(C)C.[C:24](Cl)(=[O:27])[CH:25]=[CH2:26].C(=O)(O)[O-].[Na+], predict the reaction product. The product is: [C:24]([NH:1][C:2]1[C:11]([Cl:12])=[CH:10][C:5]([C:6]([O:8][CH3:9])=[O:7])=[C:4]([O:13][CH3:14])[CH:3]=1)(=[O:27])[CH:25]=[CH2:26]. (3) The product is: [CH3:1][O:2][C:3](=[O:17])[CH2:4][O:7][C:8]1[CH:13]=[C:12]([CH3:14])[C:11]([OH:15])=[CH:10][C:9]=1[CH3:16]. Given the reactants [CH3:1][O:2][C:3](=[O:17])[C:4]([O:7][C:8]1[CH:13]=[C:12]([CH3:14])[C:11]([OH:15])=[CH:10][C:9]=1[CH3:16])(C)C.BrCC([O-])=O, predict the reaction product. (4) Given the reactants [Br:1][C:2]1[CH:22]=[CH:21][C:5]2[N:6]([C:17]([CH3:20])([CH3:19])[CH3:18])[C:7]([C:9]3[CH:16]=[CH:15][CH:14]=[CH:13][C:10]=3[C:11]#[N:12])=[N:8][C:4]=2[CH:3]=1.[OH-:23].[NH4+].OO, predict the reaction product. The product is: [Br:1][C:2]1[CH:22]=[CH:21][C:5]2[N:6]([C:17]([CH3:18])([CH3:19])[CH3:20])[C:7]([C:9]3[CH:16]=[CH:15][CH:14]=[CH:13][C:10]=3[C:11]([NH2:12])=[O:23])=[N:8][C:4]=2[CH:3]=1. (5) Given the reactants [NH2:1][C:2]1[CH:27]=[CH:26][C:5]2[CH2:6][CH2:7][C:8]3[C:9]([C:23]([NH2:25])=[O:24])=[N:10][N:11]([C:13]4[CH:18]=[CH:17][C:16]([O:19][O:20][S:21][NH2:22])=[CH:15][CH:14]=4)[C:12]=3[C:4]=2[CH:3]=1.CN1C(=O)CCC1, predict the reaction product. The product is: [NH2:1][C:2]1[CH:27]=[CH:26][C:5]2=[CH:6][CH:7]=[C:8]3[C:12]([N:11]([C:13]4[CH:18]=[CH:17][C:16]([O:19][O:20][S:21][NH2:22])=[CH:15][CH:14]=4)[N:10]=[C:9]3[C:23]([NH2:25])=[O:24])=[C:4]2[CH:3]=1. (6) Given the reactants [N+:1]([C:4]1[CH:5]=[C:6]([CH:8]=[CH:9][CH:10]=1)[NH2:7])([O-:3])=[O:2].[CH3:11][C:12]([CH3:14])=O.CC(C)([O-])C.[K+], predict the reaction product. The product is: [CH3:14][C:12]1[NH:7][C:6]2[C:5]([CH:11]=1)=[C:4]([N+:1]([O-:3])=[O:2])[CH:10]=[CH:9][CH:8]=2. (7) Given the reactants C([O:8][C:9]1[C:18]2[C:13](=[CH:14][CH:15]=[CH:16][CH:17]=2)[N:12]=[C:11]([CH2:19][O:20][C@H:21]2[CH2:26][CH2:25][C@H:24]([NH:27][C:28](=[O:32])[O:29][CH2:30][CH3:31])[CH2:23][CH2:22]2)[C:10]=1[CH3:33])C1C=CC=CC=1, predict the reaction product. The product is: [CH3:33][C:10]1[C:9](=[O:8])[C:18]2[C:13](=[CH:14][CH:15]=[CH:16][CH:17]=2)[NH:12][C:11]=1[CH2:19][O:20][C@H:21]1[CH2:22][CH2:23][C@H:24]([NH:27][C:28](=[O:32])[O:29][CH2:30][CH3:31])[CH2:25][CH2:26]1. (8) Given the reactants [Si:1]([O:18][C:19]1[CH:27]=[C:26]2[C:22]([C:23]([C:28]([F:31])([F:30])[F:29])=[N:24][NH:25]2)=[CH:21][CH:20]=1)([C:14]([CH3:17])([CH3:16])[CH3:15])([C:8]1[CH:13]=[CH:12][CH:11]=[CH:10][CH:9]=1)[C:2]1[CH:7]=[CH:6][CH:5]=[CH:4][CH:3]=1.[CH3:32][C:33]([O:36][C:37](O[C:37]([O:36][C:33]([CH3:35])([CH3:34])[CH3:32])=[O:38])=[O:38])([CH3:35])[CH3:34].C(N(CC)CC)C.C(OCC)(=O)C, predict the reaction product. The product is: [Si:1]([O:18][C:19]1[CH:27]=[C:26]2[C:22]([C:23]([C:28]([F:31])([F:29])[F:30])=[N:24][N:25]2[C:37]([O:36][C:33]([CH3:35])([CH3:34])[CH3:32])=[O:38])=[CH:21][CH:20]=1)([C:14]([CH3:16])([CH3:17])[CH3:15])([C:8]1[CH:13]=[CH:12][CH:11]=[CH:10][CH:9]=1)[C:2]1[CH:7]=[CH:6][CH:5]=[CH:4][CH:3]=1. (9) The product is: [F:1][C:2]1[C:3]([NH:12][CH2:13][C:14]2[CH:19]=[C:18]([C:20]3[CH:25]=[CH:24][CH:23]=[C:22]([F:26])[CH:21]=3)[CH:17]=[CH:16][C:15]=2[F:27])=[C:4]([C:7]([OH:10])=[CH:8][CH:9]=1)[C:5]#[N:6]. Given the reactants [F:1][C:2]1[C:3]([NH:12][CH2:13][C:14]2[CH:19]=[C:18]([C:20]3[CH:25]=[CH:24][CH:23]=[C:22]([F:26])[CH:21]=3)[CH:17]=[CH:16][C:15]=2[F:27])=[C:4]([C:7]([O:10]C)=[CH:8][CH:9]=1)[C:5]#[N:6].B(Br)(Br)Br.O, predict the reaction product. (10) Given the reactants [CH:1]([C:3]1[CH:4]=[C:5]([CH:21]=[CH:22][CH:23]=1)[C:6]([N:8]1[CH2:13][CH2:12][N:11]([C:14](OC(C)(C)C)=O)[CH2:10][CH2:9]1)=[O:7])=[O:2].[C:24](O)([C:26](F)(F)F)=[O:25].C1OC1C, predict the reaction product. The product is: [OH:25][CH:24]([CH3:26])[CH2:14][N:11]1[CH2:10][CH2:9][N:8]([C:6]([C:5]2[CH:4]=[C:3]([CH:23]=[CH:22][CH:21]=2)[CH:1]=[O:2])=[O:7])[CH2:13][CH2:12]1.